Regression/Classification. Given a drug SMILES string, predict its absorption, distribution, metabolism, or excretion properties. Task type varies by dataset: regression for continuous measurements (e.g., permeability, clearance, half-life) or binary classification for categorical outcomes (e.g., BBB penetration, CYP inhibition). Dataset: cyp2c9_veith. From a dataset of CYP2C9 inhibition data for predicting drug metabolism from PubChem BioAssay. (1) The compound is N#Cc1ccccc1-c1ccc2ncnc(N3CCNCC3)c2c1. The result is 0 (non-inhibitor). (2) The molecule is O=C1c2ccccc2C(=O)N1CC1c2ccccc2CCN1S(=O)(=O)c1ccccc1. The result is 1 (inhibitor). (3) The compound is CCc1ccc(C(C(=O)NCc2ccc(OC)cc2)N(CCOC)C(=O)Cc2cccs2)cc1. The result is 1 (inhibitor). (4) The molecule is CCN(C(=O)Cn1c(=O)oc2ccccc21)c1cccc(C(F)(F)F)c1. The result is 0 (non-inhibitor). (5) The compound is C=C(C)c1cccc(C(C)(C)NC(=O)Nc2cc(C)ccc2OC)c1. The result is 1 (inhibitor). (6) The molecule is CN1c2ccccc2Oc2c(c(=O)n(C)c(=O)n2C)C1c1cccc([N+](=O)[O-])c1. The result is 1 (inhibitor). (7) The molecule is CCN(CC(=O)Nc1ccc([N+](=O)[O-])cc1OC)c1ccccc1. The result is 1 (inhibitor).